This data is from Catalyst prediction with 721,799 reactions and 888 catalyst types from USPTO. The task is: Predict which catalyst facilitates the given reaction. (1) Reactant: [F:1][C:2]1[CH:10]=[CH:9][C:8]2[CH:7]([CH2:11][N:12]3[CH2:17][CH2:16][NH:15][CH2:14][CH2:13]3)[CH2:6][CH2:5][C:4]=2[C:3]=1[C:18]#[N:19].[CH3:20][C:21]1[C:29]2[CH2:28][O:27][C:26](=[O:30])[C:25]=2[CH:24]=[CH:23][C:22]=1[CH:31]1[CH2:33][O:32]1. Product: [F:1][C:2]1[CH:10]=[CH:9][C:8]2[CH:7]([CH2:11][N:12]3[CH2:13][CH2:14][N:15]([CH2:33][CH:31]([OH:32])[C:22]4[CH:23]=[CH:24][C:25]5[C:26](=[O:30])[O:27][CH2:28][C:29]=5[C:21]=4[CH3:20])[CH2:16][CH2:17]3)[CH2:6][CH2:5][C:4]=2[C:3]=1[C:18]#[N:19]. The catalyst class is: 14. (2) Reactant: [Cl:1][C:2]1[CH:7]=[CH:6][C:5]([C:8]2[CH:13]=[N:12][N:11]3[C:14](=[O:17])[NH:15][N:16]=[C:10]3[C:9]=2[C:18]2[CH:23]=[CH:22][N:21]=[CH:20][CH:19]=2)=[CH:4][CH:3]=1.C(=O)([O-])[O-].[K+].[K+].Br[CH2:31][C:32]1[CH:37]=[CH:36][C:35]([C:38]2[CH:42]=[CH:41][O:40][N:39]=2)=[CH:34][CH:33]=1. Product: [O:40]1[CH:41]=[CH:42][C:38]([C:35]2[CH:36]=[CH:37][C:32]([CH2:31][N:15]3[C:14](=[O:17])[N:11]4[N:12]=[CH:13][C:8]([C:5]5[CH:6]=[CH:7][C:2]([Cl:1])=[CH:3][CH:4]=5)=[C:9]([C:18]5[CH:23]=[CH:22][N:21]=[CH:20][CH:19]=5)[C:10]4=[N:16]3)=[CH:33][CH:34]=2)=[N:39]1. The catalyst class is: 31.